The task is: Predict the reactants needed to synthesize the given product.. This data is from Full USPTO retrosynthesis dataset with 1.9M reactions from patents (1976-2016). (1) Given the product [Cl:1][C:2]1[C:7]([CH3:8])=[C:6]([O:9][CH2:10][C:11]([OH:13])=[O:12])[N:5]=[C:4]([CH:15]2[CH2:17][CH2:16]2)[N:3]=1, predict the reactants needed to synthesize it. The reactants are: [Cl:1][C:2]1[C:7]([CH3:8])=[C:6]([O:9][CH2:10][C:11]([O:13]C)=[O:12])[N:5]=[C:4]([CH:15]2[CH2:17][CH2:16]2)[N:3]=1.N. (2) Given the product [OH:1][C@@H:2]1[C@H:18]2[C@@H:9]([CH2:10][CH2:11][C:12]3[C@:17]2([CH3:19])[CH2:16][CH2:15][C:14](=[O:20])[CH:13]=3)[C@H:8]2[C@@:4]([CH3:24])([C@@H:5]([C:21]([N:27]([CH3:28])[CH3:26])=[O:22])[CH2:6][CH2:7]2)[CH2:3]1, predict the reactants needed to synthesize it. The reactants are: [OH:1][CH:2]1[CH:18]2[CH:9]([CH2:10][CH2:11][C:12]3[C:17]2([CH3:19])[CH2:16][CH2:15][C:14](=[O:20])[CH:13]=3)[CH:8]2[C:4]([CH3:24])([CH:5]([C:21](O)=[O:22])[CH2:6][CH2:7]2)[CH2:3]1.C[CH2:26][N:27]=[C:28]=NCCCN(C)C.Cl.CN1CCOCC1. (3) The reactants are: Cl[C:2]1[C:7]2[C:8]3[CH2:14][CH2:13][CH2:12][N:11](C(OC(C)(C)C)=O)[CH2:10][C:9]=3[S:22][C:6]=2[N:5]=[CH:4][N:3]=1.[F:23][C:24]1[CH:25]=[C:26]([CH:38]=[CH:39][CH:40]=1)[CH2:27][N:28]1[C:36]2[C:31](=[CH:32][C:33]([NH2:37])=[CH:34][CH:35]=2)[CH:30]=[N:29]1. Given the product [F:23][C:24]1[CH:25]=[C:26]([CH:38]=[CH:39][CH:40]=1)[CH2:27][N:28]1[C:36]2[C:31](=[CH:32][C:33]([NH:37][C:2]3[C:7]4[C:8]5[CH2:14][CH2:13][CH2:12][NH:11][CH2:10][C:9]=5[S:22][C:6]=4[N:5]=[CH:4][N:3]=3)=[CH:34][CH:35]=2)[CH:30]=[N:29]1, predict the reactants needed to synthesize it. (4) Given the product [F:23][C:18]1[CH:19]=[CH:20][CH:21]=[CH:22][C:17]=1[CH2:16][N:7]([C:8]([O:10][C:11]([CH3:14])([CH3:13])[CH3:12])=[O:9])[N:6]=[C:3]([CH3:5])[CH3:4], predict the reactants needed to synthesize it. The reactants are: [OH-].[K+].[C:3](=[N:6][NH:7][C:8]([O:10][C:11]([CH3:14])([CH3:13])[CH3:12])=[O:9])([CH3:5])[CH3:4].Br[CH2:16][C:17]1[CH:22]=[CH:21][CH:20]=[CH:19][C:18]=1[F:23]. (5) Given the product [Br:25][C:26]1[C:27]([NH:33][C:34]2[CH:39]=[CH:38][CH:37]=[CH:36][C:35]=2[S:20]([Cl:24])(=[O:22])=[O:21])=[N:28][C:29]([Cl:32])=[N:30][CH:31]=1, predict the reactants needed to synthesize it. The reactants are: C1(P(C2C=CC=CC=2)C2C=CC=CC=2)C=CC=CC=1.[S:20]([Cl:24])(Cl)(=[O:22])=[O:21].[Br:25][C:26]1[C:27]([NH:33][C:34]2[CH:39]=[CH:38][CH:37]=[CH:36][C:35]=2S(O)(=O)=O)=[N:28][C:29]([Cl:32])=[N:30][CH:31]=1. (6) Given the product [I:8][C:5]1[CH:6]=[CH:7][C:2]([NH:1][CH:13]=[C:14]([C:15]([O:17][CH2:18][CH3:19])=[O:16])[C:20]([O:22][CH2:23][CH3:24])=[O:21])=[N:3][C:4]=1[CH3:9], predict the reactants needed to synthesize it. The reactants are: [NH2:1][C:2]1[CH:7]=[CH:6][C:5]([I:8])=[C:4]([CH3:9])[N:3]=1.C(O[CH:13]=[C:14]([C:20]([O:22][CH2:23][CH3:24])=[O:21])[C:15]([O:17][CH2:18][CH3:19])=[O:16])C. (7) Given the product [F:12][CH:11]([F:13])[O:10][C:4]1[C:3]([O:14][CH2:15][O:16][CH3:17])=[C:2]([C:32]2[CH:40]=[CH:39][CH:38]=[C:37]3[C:33]=2[CH2:34][CH2:35][C:36]3=[O:41])[CH:7]=[CH:6][C:5]=1[O:8][CH3:9], predict the reactants needed to synthesize it. The reactants are: Br[C:2]1[CH:7]=[CH:6][C:5]([O:8][CH3:9])=[C:4]([O:10][CH:11]([F:13])[F:12])[C:3]=1[O:14][CH2:15][O:16][CH3:17].C(=O)([O-])[O-].[Cs+].[Cs+].CC1(C)C(C)(C)OB([C:32]2[CH:40]=[CH:39][CH:38]=[C:37]3[C:33]=2[CH2:34][CH2:35][C:36]3=[O:41])O1. (8) Given the product [F:1][C:2]1[C:10]2[O:9][N:8]=[C:7]([CH3:11])[C:6]=2[CH:5]=[C:4]([C:12]([OH:14])=[O:13])[C:3]=1[NH:16][C:17]1[CH:22]=[CH:21][C:20]([I:23])=[CH:19][C:18]=1[F:24], predict the reactants needed to synthesize it. The reactants are: [F:1][C:2]1[C:10]2[O:9][N:8]=[C:7]([CH3:11])[C:6]=2[CH:5]=[C:4]([C:12]([O:14]C)=[O:13])[C:3]=1[NH:16][C:17]1[CH:22]=[CH:21][C:20]([I:23])=[CH:19][C:18]=1[F:24].[Li+].[OH-]. (9) The reactants are: [NH:1]([C:14]([O:16][CH2:17][C:18]1[CH:23]=[CH:22][CH:21]=[CH:20][CH:19]=1)=[O:15])[CH2:2][C:3]([NH:5][CH2:6][C:7]([NH:9][CH2:10][C:11]([OH:13])=[O:12])=[O:8])=[O:4].[C:24]([O:28][C:29](=[O:33])[CH2:30][CH2:31]N)([CH3:27])([CH3:26])[CH3:25].OC1C2N=N[NH:40]C=2C=CC=1.Cl.CN(C)CCCN=C=NCC. Given the product [NH:1]([C:14]([O:16][CH2:17][C:18]1[CH:19]=[CH:20][CH:21]=[CH:22][CH:23]=1)=[O:15])[CH2:2][C:3]([NH:5][CH2:6][C:7]([NH:9][CH2:10][C:11]([O:13][NH:40][C@H:30]([C:29]([O:28][C:24]([CH3:27])([CH3:26])[CH3:25])=[O:33])[CH3:31])=[O:12])=[O:8])=[O:4], predict the reactants needed to synthesize it.